From a dataset of Full USPTO retrosynthesis dataset with 1.9M reactions from patents (1976-2016). Predict the reactants needed to synthesize the given product. (1) Given the product [Cl:27][C:25]1[CH:24]=[CH:23][C:21]2[S:22][C:18]([C:16]([NH:15][C:6]3([C:4]([OH:5])=[O:3])[CH2:14][C:13]4[C:8](=[CH:9][CH:10]=[CH:11][CH:12]=4)[CH2:7]3)=[O:17])=[C:19]([CH3:28])[C:20]=2[CH:26]=1, predict the reactants needed to synthesize it. The reactants are: C([O:3][C:4]([C:6]1([NH:15][C:16]([C:18]2[S:22][C:21]3[CH:23]=[CH:24][C:25]([Cl:27])=[CH:26][C:20]=3[C:19]=2[CH3:28])=[O:17])[CH2:14][C:13]2[C:8](=[CH:9][CH:10]=[CH:11][CH:12]=2)[CH2:7]1)=[O:5])C.CO.O.[Li+].[OH-]. (2) Given the product [C:8](=[N:21][NH:22][C:5](=[O:6])[CH2:4][CH2:3][CH2:2][Cl:1])([C:15]1[CH:16]=[CH:17][CH:18]=[CH:19][CH:20]=1)[C:9]1[CH:14]=[CH:13][CH:12]=[CH:11][CH:10]=1, predict the reactants needed to synthesize it. The reactants are: [Cl:1][CH2:2][CH2:3][CH2:4][C:5](Cl)=[O:6].[C:8](=[N:21][NH2:22])([C:15]1[CH:20]=[CH:19][CH:18]=[CH:17][CH:16]=1)[C:9]1[CH:14]=[CH:13][CH:12]=[CH:11][CH:10]=1.N1C=CC=CC=1.O. (3) Given the product [N+:1]([C:4]1[CH:10]=[CH:9][C:7]([NH:8][C:19](=[O:20])[CH2:18][CH2:17][C:16]([OH:21])=[O:15])=[CH:6][C:5]=1[C:11]([F:12])([F:13])[F:14])([O-:3])=[O:2], predict the reactants needed to synthesize it. The reactants are: [N+:1]([C:4]1[CH:10]=[CH:9][C:7]([NH2:8])=[CH:6][C:5]=1[C:11]([F:14])([F:13])[F:12])([O-:3])=[O:2].[O:15]1[C:19](=[O:20])[CH2:18][CH2:17][C:16]1=[O:21]. (4) Given the product [Br:15][C:16]1[C:20]([CH3:22])([CH3:21])[O:19]/[C:18](=[C:3]2/[C:2](=[O:14])[NH:1][C:9]3[C:4]/2=[CH:5][C:6]([C:10]([O:12][CH3:13])=[O:11])=[CH:7][CH:8]=3)/[CH:17]=1, predict the reactants needed to synthesize it. The reactants are: [NH:1]1[C:9]2[C:4](=[CH:5][C:6]([C:10]([O:12][CH3:13])=[O:11])=[CH:7][CH:8]=2)[CH2:3][C:2]1=[O:14].[Br:15][C:16]1[C:20]([CH3:22])([CH3:21])[O:19][C:18](=O)[CH:17]=1.[Li+].C[Si]([N-][Si](C)(C)C)(C)C.C1COCC1. (5) Given the product [F:1][C:2]1[CH:7]=[CH:6][C:5]([C:8]2[CH:9]=[C:10]([CH:13]=[CH:14][C:15]=2[OH:16])[CH:11]=[O:12])=[CH:4][C:3]=1[S:18]([CH3:21])(=[O:19])=[O:20], predict the reactants needed to synthesize it. The reactants are: [F:1][C:2]1[CH:7]=[CH:6][C:5]([C:8]2[CH:9]=[C:10]([CH:13]=[CH:14][C:15]=2[O:16]C)[CH:11]=[O:12])=[CH:4][C:3]=1[S:18]([CH3:21])(=[O:20])=[O:19].B(Br)(Br)Br.CO. (6) Given the product [CH3:25][O:24][C:22](=[O:23])[C:18]1[CH:19]=[CH:20][CH:21]=[C:16]([C:15]([NH:14][CH2:13][C@H:11]2[CH2:10][C@@H:9]([C:27]([N:29]3[CH2:33][CH2:32][S:31][CH2:30]3)=[O:28])[NH:8][CH2:12]2)=[O:26])[CH:17]=1, predict the reactants needed to synthesize it. The reactants are: C(OC([N:8]1[CH2:12][C@@H:11]([CH2:13][NH:14][C:15](=[O:26])[C:16]2[CH:21]=[CH:20][CH:19]=[C:18]([C:22]([O:24][CH3:25])=[O:23])[CH:17]=2)[CH2:10][C@H:9]1[C:27]([N:29]1[CH2:33][CH2:32][S:31][CH2:30]1)=[O:28])=O)(C)(C)C. (7) Given the product [Br:1][C:2]1[C:3]([C@@H:10]([NH:20][C:21](=[O:39])[CH2:22][N:23]2[C:31]3[C:30]([F:33])([F:32])[CH2:29][CH2:28][C:27]([F:34])([F:35])[C:26]=3[C:25]([CH:36]([F:37])[F:38])=[N:24]2)[CH2:11][C:12]2[CH:13]=[C:14]([F:19])[CH:15]=[C:16]([F:18])[CH:17]=2)=[N:4][C:5]([N:8]2[CH2:87][CH2:86][C:85]3([O:84][CH2:83][CH2:82][O:81]3)[CH2:90][CH2:9]2)=[N:6][CH:7]=1, predict the reactants needed to synthesize it. The reactants are: [Br:1][C:2]1[C:3]([C@@H:10]([NH:20][C:21](=[O:39])[CH2:22][N:23]2[C:31]3[C:30]([F:33])([F:32])[CH2:29][CH2:28][C:27]([F:35])([F:34])[C:26]=3[C:25]([CH:36]([F:38])[F:37])=[N:24]2)[CH2:11][C:12]2[CH:17]=[C:16]([F:18])[CH:15]=[C:14]([F:19])[CH:13]=2)=[N:4][C:5]([NH:8][CH3:9])=[N:6][CH:7]=1.BrC1C([C@@H](NC(=O)CN2C3C(F)(F)CCC(F)(F)C=3C(C(F)F)=N2)CC2C=C(F)C=C(F)C=2)=NC(S(C)(=O)=O)=NC=1.[O:81]1[C:85]2([CH2:90]CN[CH2:87][CH2:86]2)[O:84][CH2:83][CH2:82]1.